Dataset: Full USPTO retrosynthesis dataset with 1.9M reactions from patents (1976-2016). Task: Predict the reactants needed to synthesize the given product. (1) Given the product [Cl:2][C:3]1[CH:4]=[CH:5][CH:6]=[C:7]2[C:12]=1[N:11]=[C:10]([C:13]1[C:14]([CH3:19])=[N:15][CH:16]=[CH:17][CH:18]=1)[C:9]([CH:20]([N:32]1[C:28](=[O:38])[C:29]3[C:30](=[CH:34][CH:35]=[CH:36][CH:37]=3)[C:31]1=[O:33])[CH3:21])=[CH:8]2, predict the reactants needed to synthesize it. The reactants are: Cl.[Cl:2][C:3]1[CH:4]=[CH:5][CH:6]=[C:7]2[C:12]=1[N:11]=[C:10]([C:13]1[C:14]([CH3:19])=[N:15][CH:16]=[CH:17][CH:18]=1)[C:9]([CH:20](Cl)[CH3:21])=[CH:8]2.CN(C=O)C.[C:28]1(=[O:38])[NH:32][C:31](=[O:33])[C:30]2=[CH:34][CH:35]=[CH:36][CH:37]=[C:29]12.[K]. (2) The reactants are: [F:1][C:2]([F:41])([F:40])[C:3]1[CH:4]=[C:5]([CH:33]=[C:34]([C:36]([F:39])([F:38])[F:37])[CH:35]=1)[CH2:6][N:7]([CH2:15][C:16]1[CH:21]=[C:20]([C:22]([F:25])([F:24])[F:23])[CH:19]=[CH:18][C:17]=1[N:26]([CH2:29][CH2:30][CH2:31][CH3:32])[CH2:27][CH3:28])[C:8]1[CH:13]=[C:12](Cl)[N:11]=[CH:10][N:9]=1.Cl.[C:43]([O:47][C:48](=[O:52])[CH2:49][CH2:50][NH2:51])([CH3:46])([CH3:45])[CH3:44].C(N(C(C)C)C(C)C)C.C(OCC)(=O)C. Given the product [F:1][C:2]([F:41])([F:40])[C:3]1[CH:4]=[C:5]([CH:33]=[C:34]([C:36]([F:39])([F:38])[F:37])[CH:35]=1)[CH2:6][N:7]([CH2:15][C:16]1[CH:21]=[C:20]([C:22]([F:25])([F:24])[F:23])[CH:19]=[CH:18][C:17]=1[N:26]([CH2:29][CH2:30][CH2:31][CH3:32])[CH2:27][CH3:28])[C:8]1[N:9]=[CH:10][N:11]=[C:12]([NH:51][CH2:50][CH2:49][C:48]([O:47][C:43]([CH3:46])([CH3:45])[CH3:44])=[O:52])[CH:13]=1, predict the reactants needed to synthesize it. (3) Given the product [Br:1][C:2]1[C:10]([CH3:11])=[CH:9][CH:8]=[CH:7][C:3]=1[C:4]([NH:41][CH2:36][C:37]([CH3:40])([CH3:39])[CH3:38])=[O:6], predict the reactants needed to synthesize it. The reactants are: [Br:1][C:2]1[C:10]([CH3:11])=[CH:9][CH:8]=[CH:7][C:3]=1[C:4]([OH:6])=O.CN(C(ON1N=NC2C=CC=NC1=2)=[N+](C)C)C.F[P-](F)(F)(F)(F)F.[CH2:36]([NH2:41])[C:37]([CH3:40])([CH3:39])[CH3:38].